This data is from Forward reaction prediction with 1.9M reactions from USPTO patents (1976-2016). The task is: Predict the product of the given reaction. (1) Given the reactants [F:1][C:2]1[CH:7]=[CH:6][C:5]([CH2:8][C:9]2[CH:18]=[C:17]3[C:12]([C:13]([OH:25])=[C:14]([C:20](OCC)=[O:21])[C:15](=[O:19])[NH:16]3)=[N:11][CH:10]=2)=[CH:4][CH:3]=1.[CH2:26]1[N:31]([CH2:32][CH2:33][NH2:34])[CH2:30][CH2:29][O:28][CH2:27]1, predict the reaction product. The product is: [F:1][C:2]1[CH:7]=[CH:6][C:5]([CH2:8][C:9]2[CH:18]=[C:17]3[C:12]([C:13]([OH:25])=[C:14]([C:20]([NH:34][CH2:33][CH2:32][N:31]4[CH2:26][CH2:27][O:28][CH2:29][CH2:30]4)=[O:21])[C:15](=[O:19])[NH:16]3)=[N:11][CH:10]=2)=[CH:4][CH:3]=1. (2) Given the reactants [NH2:1][C:2]1[C:7]([C:8](=[O:10])[CH3:9])=[CH:6][CH:5]=[CH:4][N:3]=1.[C:11](O[C:11]([O:13][C:14]([CH3:17])([CH3:16])[CH3:15])=[O:12])([O:13][C:14]([CH3:17])([CH3:16])[CH3:15])=[O:12].C(N(CC)CC)C.[O:33]1CCC[CH2:34]1, predict the reaction product. The product is: [C:14]([O:13][C:11]([N:1]1[C:2]2[N:3]=[CH:4][CH:5]=[CH:6][C:7]=2[C:8](=[CH2:9])[O:10][C:34]1=[O:33])=[O:12])([CH3:17])([CH3:16])[CH3:15]. (3) Given the reactants [CH2:1]([N:13]1[C:21]2[CH:20]=[CH:19][CH:18]=[CH:17][C:16]=2[C:15]2[N:22]=[C:23]([S:33][CH2:34][C:35](O)=[O:36])[N:24]([C:27]3[CH:32]=[CH:31][CH:30]=[CH:29][CH:28]=3)[C:25](=[O:26])[C:14]1=2)[CH2:2][CH2:3][CH2:4][CH2:5][CH2:6][CH2:7][CH2:8][CH2:9][CH2:10][CH2:11][CH3:12].CN(C(ON1N=NC2C=CC=NC1=2)=[N+](C)C)C.F[P-](F)(F)(F)(F)F.C(N(CC)CC)C.[CH:69]1([NH2:75])[CH2:74][CH2:73][CH2:72][CH2:71][CH2:70]1, predict the reaction product. The product is: [CH:69]1([NH:75][C:35](=[O:36])[CH2:34][S:33][C:23]2[N:24]([C:27]3[CH:28]=[CH:29][CH:30]=[CH:31][CH:32]=3)[C:25](=[O:26])[C:14]3[N:13]([CH2:1][CH2:2][CH2:3][CH2:4][CH2:5][CH2:6][CH2:7][CH2:8][CH2:9][CH2:10][CH2:11][CH3:12])[C:21]4[CH:20]=[CH:19][CH:18]=[CH:17][C:16]=4[C:15]=3[N:22]=2)[CH2:74][CH2:73][CH2:72][CH2:71][CH2:70]1. (4) Given the reactants C[O:2][C:3]([C:5]1[NH:9][C:8]2[CH:10]=[CH:11][CH:12]=[CH:13][C:7]=2[N:6]=1)=[O:4].Cl, predict the reaction product. The product is: [NH:6]1[C:7]2[CH:13]=[CH:12][CH:11]=[CH:10][C:8]=2[N:9]=[C:5]1[C:3]([OH:4])=[O:2]. (5) Given the reactants [NH2:1][C:2]1[CH:7]=[CH:6][C:5]([N:8]2[CH2:13][CH2:12][O:11][CH2:10][C:9]2=[O:14])=[CH:4][CH:3]=1.[C:15]([C:17]1[CH:22]=[CH:21][C:20]([NH:23][C:24]([C:26]2[C:27]([C:32](O)=[O:33])=[N:28][CH:29]=[CH:30][N:31]=2)=[O:25])=[CH:19][CH:18]=1)#[CH:16], predict the reaction product. The product is: [C:15]([C:17]1[CH:22]=[CH:21][C:20]([NH:23][C:24]([C:26]2[C:27]([C:32]([NH:1][C:2]3[CH:3]=[CH:4][C:5]([N:8]4[CH2:13][CH2:12][O:11][CH2:10][C:9]4=[O:14])=[CH:6][CH:7]=3)=[O:33])=[N:28][CH:29]=[CH:30][N:31]=2)=[O:25])=[CH:19][CH:18]=1)#[CH:16]. (6) Given the reactants C(O[C:6]([N:8]1[CH2:13][CH2:12][CH2:11][C@@H:10]([C:14]([OH:16])=[O:15])[CH2:9]1)=O)(C)(C)C.C(O)(C(F)(F)F)=O.C(Cl)Cl.C1CCN2C(=NCCC2)CC1.BrC[CH:40]([C:42]1[CH:47]=[CH:46][C:45]([C:48]2[N:52]=[C:51]([C:53]3[C:57]([CH2:58][CH2:59][CH3:60])=[C:56]([C:61]4[CH:66]=[CH:65][CH:64]=[CH:63][CH:62]=4)[O:55][N:54]=3)[O:50][N:49]=2)=[CH:44][CH:43]=1)[OH:41], predict the reaction product. The product is: [OH:41][CH:40]([C:42]1[CH:43]=[CH:44][C:45]([C:48]2[N:52]=[C:51]([C:53]3[C:57]([CH2:58][CH2:59][CH3:60])=[C:56]([C:61]4[CH:62]=[CH:63][CH:64]=[CH:65][CH:66]=4)[O:55][N:54]=3)[O:50][N:49]=2)=[CH:46][CH:47]=1)[CH2:6][N:8]1[CH2:13][CH2:12][CH2:11][C@@H:10]([C:14]([OH:16])=[O:15])[CH2:9]1. (7) Given the reactants [H-].[Na+].[Br:3][C:4]1[CH:9]=[CH:8][C:7]([C:10]([N:12]2[CH2:16][CH2:15][CH2:14][C@H:13]2[CH2:17][OH:18])=[O:11])=[CH:6][CH:5]=1.[CH2:19](I)[CH:20]=[CH2:21].C(=O)([O-])O.[Na+], predict the reaction product. The product is: [CH2:21]([O:18][CH2:17][C@@H:13]1[CH2:14][CH2:15][CH2:16][N:12]1[C:10]([C:7]1[CH:8]=[CH:9][C:4]([Br:3])=[CH:5][CH:6]=1)=[O:11])[CH:20]=[CH2:19]. (8) Given the reactants [NH2:1][C:2]1[CH:7]=[CH:6][CH:5]=[CH:4][CH:3]=1.F[P-](F)(F)(F)(F)F.C[N+](C)=C(N(C)C)ON1C2N=CC=CC=2N=N1.C(N(C(C)C)C(C)C)C.[C:41]([O:45][C:46]([N:48]1[CH2:57][CH2:56][C:55]2[C:54]([C:58](O)=[O:59])=[CH:53][CH:52]=[CH:51][C:50]=2[CH2:49]1)=[O:47])([CH3:44])([CH3:43])[CH3:42], predict the reaction product. The product is: [C:2]1([NH:1][C:58]([C:54]2[CH:53]=[CH:52][CH:51]=[C:50]3[C:55]=2[CH2:56][CH2:57][N:48]([C:46]([O:45][C:41]([CH3:44])([CH3:43])[CH3:42])=[O:47])[CH2:49]3)=[O:59])[CH:7]=[CH:6][CH:5]=[CH:4][CH:3]=1. (9) Given the reactants Br[CH2:2][C:3]1[C:11]2[O:10][C:9]([C:12]#[N:13])=[CH:8][C:7]=2[CH:6]=[C:5]([F:14])[CH:4]=1.[OH:15][C:16]1[CH:21]=[CH:20][C:19]([CH2:22][CH2:23][C:24]([O:26][CH2:27][CH3:28])=[O:25])=[C:18]([CH3:29])[C:17]=1[CH3:30].C(=O)([O-])[O-].[K+].[K+], predict the reaction product. The product is: [C:12]([C:9]1[O:10][C:11]2[C:3]([CH2:2][O:15][C:16]3[CH:21]=[CH:20][C:19]([CH2:22][CH2:23][C:24]([O:26][CH2:27][CH3:28])=[O:25])=[C:18]([CH3:29])[C:17]=3[CH3:30])=[CH:4][C:5]([F:14])=[CH:6][C:7]=2[CH:8]=1)#[N:13]. (10) Given the reactants Cl.[CH2:2]([O:9][C:10]1[C:11]([NH:17][C:18]2[S:19][CH:20]=[C:21]([CH3:23])[N:22]=2)=[N:12][CH:13]=[C:14](Br)[CH:15]=1)[C:3]1[CH:8]=[CH:7][CH:6]=[CH:5][CH:4]=1.[Li]C.C([Li])CCC.[CH:31](=[O:38])[C:32]1[CH:37]=[CH:36][CH:35]=[CH:34][CH:33]=1.Cl, predict the reaction product. The product is: [CH2:2]([O:9][C:10]1[CH:15]=[C:14]([CH:31]([C:32]2[CH:37]=[CH:36][CH:35]=[CH:34][CH:33]=2)[OH:38])[CH:13]=[N:12][C:11]=1[NH:17][C:18]1[S:19][CH:20]=[C:21]([CH3:23])[N:22]=1)[C:3]1[CH:8]=[CH:7][CH:6]=[CH:5][CH:4]=1.